Dataset: Forward reaction prediction with 1.9M reactions from USPTO patents (1976-2016). Task: Predict the product of the given reaction. (1) Given the reactants [F:1][C:2]1[CH:3]=[CH:4][C:5]2[N:6]([CH:8]=[C:9]([C:11]([NH:13][C@H:14]3[CH2:19][CH2:18][C@@H:17]([N:20]4[C:25](=[O:26])[C:24]5[CH:27]=[C:28]([F:31])[CH:29]=[N:30][C:23]=5[N:22]([C:32]5[CH:33]=[C:34]([C:38]6[CH:43]=[CH:42][C:41]([CH:44]=O)=[CH:40][CH:39]=6)[CH:35]=[CH:36][CH:37]=5)[C:21]4=[O:46])[CH2:16][CH2:15]3)=[O:12])[N:10]=2)[CH:7]=1.[OH:47][C@@H:48]1[CH2:52][CH2:51][NH:50][CH2:49]1.C(O[BH-](OC(=O)C)OC(=O)C)(=O)C.[Na+], predict the reaction product. The product is: [F:1][C:2]1[CH:3]=[CH:4][C:5]2[N:6]([CH:8]=[C:9]([C:11]([NH:13][C@H:14]3[CH2:15][CH2:16][C@@H:17]([N:20]4[C:25](=[O:26])[C:24]5[CH:27]=[C:28]([F:31])[CH:29]=[N:30][C:23]=5[N:22]([C:32]5[CH:33]=[C:34]([C:38]6[CH:39]=[CH:40][C:41]([CH2:44][N:50]7[CH2:51][CH2:52][C@@H:48]([OH:47])[CH2:49]7)=[CH:42][CH:43]=6)[CH:35]=[CH:36][CH:37]=5)[C:21]4=[O:46])[CH2:18][CH2:19]3)=[O:12])[N:10]=2)[CH:7]=1. (2) Given the reactants [OH:1][C:2]1[CH:38]=[N:37][C:5]2[N:6]([C:19]([NH:21][CH:22]([C:26]3[CH:31]=[CH:30][C:29]([O:32][C:33]([F:36])([F:35])[F:34])=[CH:28][CH:27]=3)[CH2:23][O:24][CH3:25])=[O:20])[CH2:7][C:8](=[O:18])[N:9]([CH2:10][O:11][CH2:12][CH2:13][Si:14]([CH3:17])([CH3:16])[CH3:15])[C:4]=2[CH:3]=1.[C:39](=O)([O-])[O-].[K+].[K+].IC.O, predict the reaction product. The product is: [CH3:39][O:1][C:2]1[CH:38]=[N:37][C:5]2[N:6]([C:19]([NH:21][CH:22]([C:26]3[CH:27]=[CH:28][C:29]([O:32][C:33]([F:35])([F:34])[F:36])=[CH:30][CH:31]=3)[CH2:23][O:24][CH3:25])=[O:20])[CH2:7][C:8](=[O:18])[N:9]([CH2:10][O:11][CH2:12][CH2:13][Si:14]([CH3:17])([CH3:16])[CH3:15])[C:4]=2[CH:3]=1.